This data is from Full USPTO retrosynthesis dataset with 1.9M reactions from patents (1976-2016). The task is: Predict the reactants needed to synthesize the given product. (1) Given the product [OH:1][CH2:2][CH2:3][CH2:4][CH2:5][CH2:6][CH2:7][CH2:8][CH2:9][CH2:10][CH2:11][CH2:12][CH2:13][CH2:14][CH2:15][CH2:16][C:17]([O:19][CH2:20][C:21]1[CH:26]=[CH:25][CH:24]=[CH:23][CH:22]=1)=[O:18], predict the reactants needed to synthesize it. The reactants are: [OH:1][CH2:2][CH2:3][CH2:4][CH2:5][CH2:6][CH2:7][CH2:8][CH2:9][CH2:10][CH2:11][CH2:12][CH2:13][CH2:14][CH2:15][CH2:16][C:17]([OH:19])=[O:18].[CH2:20](O)[C:21]1[CH:26]=[CH:25][CH:24]=[CH:23][CH:22]=1.C1(C)C=CC(S(O)(=O)=O)=CC=1. (2) Given the product [F:1][C:2]1[CH:10]=[C:9]2[C:5]([C:6]([CH:17]3[CH2:18][CH2:19][N:20]([CH2:33][C:31]4[CH:30]=[CH:29][C:28]([O:35][CH3:36])=[C:27]([CH:32]=4)[C:26]([OH:37])=[O:25])[CH2:21][CH2:22]3)=[CH:7][N:8]2[CH2:11][C:12]2[S:13][CH:14]=[CH:15][CH:16]=2)=[CH:4][CH:3]=1, predict the reactants needed to synthesize it. The reactants are: [F:1][C:2]1[CH:10]=[C:9]2[C:5]([C:6]([CH:17]3[CH2:22][CH2:21][NH:20][CH2:19][CH2:18]3)=[CH:7][N:8]2[CH2:11][C:12]2[S:13][CH:14]=[CH:15][CH:16]=2)=[CH:4][CH:3]=1.C([O:25][C:26](=[O:37])[C:27]1[CH:32]=[C:31]([CH2:33]Br)[CH:30]=[CH:29][C:28]=1[O:35][CH3:36])C. (3) Given the product [F:6][C@@H:3]([CH2:4][OH:5])[CH2:2][NH:1][C:13](=[O:14])[O:15][C:16]([CH3:19])([CH3:18])[CH3:17], predict the reactants needed to synthesize it. The reactants are: [NH2:1][CH2:2][C@@H:3]([F:6])[CH2:4][OH:5].C(=O)([O-])[O-].[K+].[K+].[C:13](O[C:13]([O:15][C:16]([CH3:19])([CH3:18])[CH3:17])=[O:14])([O:15][C:16]([CH3:19])([CH3:18])[CH3:17])=[O:14]. (4) Given the product [CH3:1][O:2][C:3](=[O:30])[C:4]1[CH:16]=[C:15]([C:31](=[O:38])[C:32]2[CH:37]=[CH:36][CH:35]=[CH:34][CH:33]=2)[CH:14]=[C:6]([C:7]([N:9]([CH3:13])[CH2:10][CH2:11][CH3:12])=[O:8])[CH:5]=1, predict the reactants needed to synthesize it. The reactants are: [CH3:1][O:2][C:3](=[O:30])[C:4]1[CH:16]=[C:15]([Sn](CCCC)(CCCC)CCCC)[CH:14]=[C:6]([C:7]([N:9]([CH3:13])[CH2:10][CH2:11][CH3:12])=[O:8])[CH:5]=1.[C:31](Cl)(=[O:38])[C:32]1[CH:37]=[CH:36][CH:35]=[CH:34][CH:33]=1.C(P(C(C)(C)C)C1C=CC=CC=1C1C=CC=CC=1)(C)(C)C.